Dataset: Reaction yield outcomes from USPTO patents with 853,638 reactions. Task: Predict the reaction yield, written as a fraction of the theoretical maximum amount of product (1.0 means a 100% yield; for example, 0.34 means a 34% yield). (1) The reactants are [Cl:1][C:2]1[CH:3]=[CH:4][C:5]2[NH:6][CH2:7][N:8]3[C:16]4[CH:15]=[CH:14][CH:13]=[C:12]([F:17])[C:11]=4[CH:10]=[C:9]3[C:18]=2[N:19]=1.[H-].[Na+].I[CH2:23][C:24]([O:26][CH3:27])=[O:25].O. The catalyst is C1COCC1. The product is [Cl:1][C:2]1[CH:3]=[CH:4][C:5]2[N:6]([CH2:23][C:24]([O:26][CH3:27])=[O:25])[CH2:7][N:8]3[C:16]4[CH:15]=[CH:14][CH:13]=[C:12]([F:17])[C:11]=4[CH:10]=[C:9]3[C:18]=2[N:19]=1. The yield is 0.630. (2) The reactants are [OH:1][C:2]1[C:11]([CH3:12])=[N:10][C:9]2[C:4](=[CH:5][CH:6]=[CH:7][CH:8]=2)[N:3]=1.[I-].C[N+]1C=CN([C:20](=[O:29])[N:21]([CH3:28])[C:22]2[CH:27]=[CH:26][CH:25]=[CH:24][CH:23]=2)C=1.C(N(CC)CC)C. The catalyst is C(#N)C. The product is [CH3:12][C:11]1[C:2]([O:1][C:20](=[O:29])[N:21]([CH3:28])[C:22]2[CH:27]=[CH:26][CH:25]=[CH:24][CH:23]=2)=[N:3][C:4]2[C:9]([N:10]=1)=[CH:8][CH:7]=[CH:6][CH:5]=2. The yield is 0.670. (3) The reactants are [CH3:1][C:2]1[CH:7]=[CH:6][C:5]([S:8]([O:11][CH2:12][CH:13]2[CH2:17][C:16]3[CH:18]=[C:19]([Cl:30])[CH:20]=[C:21](OS(C(F)(F)F)(=O)=O)[C:15]=3[O:14]2)(=[O:10])=[O:9])=[CH:4][CH:3]=1.[C:31]1(B(O)O)[CH:36]=[CH:35][CH:34]=[CH:33][CH:32]=1.C(=O)([O-])[O-].[K+].[K+].C(C1C=CC=CC=1B1OC(C)(C)C(C)(C)O1)(C)C. The catalyst is C1C=CC([PH+]([C]2[CH][CH][CH][CH]2)C2C=CC=CC=2)=CC=1.C1C=CC([PH+]([C]2[CH][CH][CH][CH]2)C2C=CC=CC=2)=CC=1.C(Cl)Cl.Cl[Pd]Cl.[Fe].CO. The product is [CH3:1][C:2]1[CH:3]=[CH:4][C:5]([S:8]([O:11][CH2:12][CH:13]2[CH2:17][C:16]3[CH:18]=[C:19]([Cl:30])[CH:20]=[C:21]([C:31]4[CH:36]=[CH:35][CH:34]=[CH:33][CH:32]=4)[C:15]=3[O:14]2)(=[O:10])=[O:9])=[CH:6][CH:7]=1. The yield is 0.470. (4) The reactants are [F:8][C:7]([F:10])([F:9])[C:6](O[C:6](=[O:11])[C:7]([F:10])([F:9])[F:8])=[O:11].C(OC([N:21]1[CH2:26][CH:25]2[CH2:27][CH:22]1[CH2:23][NH:24]2)=O)(C)(C)C.C(N(CC)CC)C. The catalyst is ClCCl. The product is [F:10][C:7]([F:8])([F:9])[C:6]([N:21]1[CH2:26][CH:25]2[CH2:27][CH:22]1[CH2:23][NH:24]2)=[O:11]. The yield is 0.872. (5) The reactants are [F:1][C:2]1[CH:7]=[CH:6][C:5]([CH:8]2[CH2:17][CH2:16][C:11]3(OCC[O:12]3)[CH2:10][CH2:9]2)=[CH:4][CH:3]=1. The catalyst is C1(C)C=CC=CC=1.C1COCC1.OS(O)(=O)=O.O. The product is [F:1][C:2]1[CH:3]=[CH:4][C:5]([CH:8]2[CH2:9][CH2:10][C:11](=[O:12])[CH2:16][CH2:17]2)=[CH:6][CH:7]=1. The yield is 0.860. (6) The reactants are [F:1][C:2]1[CH:3]=[C:4]([CH:14]([CH3:20])[C:15]([O:17]CC)=[O:16])[CH:5]=[CH:6][C:7]=1[CH2:8][NH:9][S:10]([CH3:13])(=[O:12])=[O:11].[OH-].[Li+]. The catalyst is O1CCCC1.O. The product is [F:1][C:2]1[CH:3]=[C:4]([CH:14]([CH3:20])[C:15]([OH:17])=[O:16])[CH:5]=[CH:6][C:7]=1[CH2:8][NH:9][S:10]([CH3:13])(=[O:11])=[O:12]. The yield is 0.860.